This data is from Full USPTO retrosynthesis dataset with 1.9M reactions from patents (1976-2016). The task is: Predict the reactants needed to synthesize the given product. Given the product [F:18][C:19]1[CH:24]=[CH:23][C:22]([F:25])=[CH:21][C:20]=1[C:26]1([CH2:29][C:30]([C:44]([F:47])([F:45])[F:46])([OH:43])[CH:31]([NH:6][C:7]2[CH:16]=[CH:15][CH:14]=[C:13]3[C:8]=2[CH:9]=[CH:10][C:11]([CH3:17])=[N:12]3)[NH:6][C:7]2[CH:16]=[CH:15][CH:14]=[C:13]3[C:8]=2[CH:9]=[CH:10][C:11]([CH3:17])=[N:12]3)[CH2:28][CH2:27]1, predict the reactants needed to synthesize it. The reactants are: [H-].[Na+].C([NH:6][C:7]1[CH:16]=[CH:15][CH:14]=[C:13]2[C:8]=1[CH:9]=[CH:10][C:11]([CH3:17])=[N:12]2)(=O)C.[F:18][C:19]1[CH:24]=[CH:23][C:22]([F:25])=[CH:21][C:20]=1[C:26]1([CH2:29][C:30]([C:44]([F:47])([F:46])[F:45])([OH:43])[CH2:31]OS(C2C=CC(C)=CC=2)(=O)=O)[CH2:28][CH2:27]1.[OH-].[Na+].